This data is from Reaction yield outcomes from USPTO patents with 853,638 reactions. The task is: Predict the reaction yield, written as a fraction of the theoretical maximum amount of product (1.0 means a 100% yield; for example, 0.34 means a 34% yield). (1) The reactants are Cl.Cl.[CH3:3][N:4]1[CH2:9][CH2:8][NH:7][CH2:6][CH2:5]1.C(N(CC)CC)C.Br[CH2:18][C:19]([O:21][C:22]([CH3:25])([CH3:24])[CH3:23])=[O:20]. The catalyst is C1COCC1.CCOC(C)=O.O. The product is [CH3:3][N:4]1[CH2:9][CH2:8][N:7]([CH2:18][C:19]([O:21][C:22]([CH3:25])([CH3:24])[CH3:23])=[O:20])[CH2:6][CH2:5]1. The yield is 0.690. (2) The catalyst is C(O)(=O)C. The reactants are [F:1][CH2:2][C:3]1([CH3:13])[CH2:12][CH2:11][C:6]2(OCC[O:7]2)[CH2:5][CH2:4]1. The yield is 0.600. The product is [F:1][CH2:2][C:3]1([CH3:13])[CH2:12][CH2:11][C:6](=[O:7])[CH2:5][CH2:4]1. (3) The reactants are [C:1]([O:5][C:6]([NH:8][C:9]([CH3:14])([CH3:13])[C:10]([OH:12])=O)=[O:7])([CH3:4])([CH3:3])[CH3:2].[CH3:15][O:16][C:17]([C:19]12[CH2:28][CH:23]3[CH2:24][CH:25]([CH2:27][CH:21]([CH:22]3[NH2:29])[CH2:20]1)[CH2:26]2)=[O:18].CCN=C=NCCCN(C)C.C1C=CC2N(O)N=NC=2C=1. The catalyst is C(Cl)Cl. The product is [CH3:15][O:16][C:17]([C:19]12[CH2:28][CH:23]3[CH2:24][CH:25]([CH2:27][CH:21]([CH:22]3[NH:29][C:10](=[O:12])[C:9]([NH:8][C:6]([O:5][C:1]([CH3:2])([CH3:3])[CH3:4])=[O:7])([CH3:14])[CH3:13])[CH2:20]1)[CH2:26]2)=[O:18]. The yield is 0.920. (4) The reactants are [C:1]1([S:7]([N:10]2[C:14]3=[N:15][CH:16]=[C:17]([F:19])[CH:18]=[C:13]3[CH:12]=[C:11]2[CH:20]([OH:27])[CH2:21][CH:22]2[CH2:26][CH2:25][CH2:24][CH2:23]2)(=[O:9])=[O:8])[CH:6]=[CH:5][CH:4]=[CH:3][CH:2]=1.CC(OI1(OC(C)=O)(OC(C)=O)OC(=O)C2C=CC=CC1=2)=O. The catalyst is ClCCl. The product is [C:1]1([S:7]([N:10]2[C:14]3=[N:15][CH:16]=[C:17]([F:19])[CH:18]=[C:13]3[CH:12]=[C:11]2[C:20](=[O:27])[CH2:21][CH:22]2[CH2:23][CH2:24][CH2:25][CH2:26]2)(=[O:9])=[O:8])[CH:2]=[CH:3][CH:4]=[CH:5][CH:6]=1. The yield is 0.800. (5) The product is [CH3:1][CH:2]([C:6](=[O:8])[CH:7]=[CH:39][C:38]1[CH:24]=[CH:23][C:22]([OH:21])=[C:36]([O:44][CH3:42])[CH:37]=1)[C:3](=[O:5])[CH:4]=[CH:14][C:13]1[CH:16]=[CH:17][C:10]([OH:9])=[C:11]([O:18][CH3:19])[CH:12]=1. No catalyst specified. The yield is 0.220. The reactants are [CH3:1][CH:2]([C:6](=[O:8])[CH3:7])[C:3](=[O:5])[CH3:4].[OH:9][C:10]1[CH:17]=[CH:16][C:13]([CH:14]=O)=[CH:12][C:11]=1[O:18][CH3:19].B([O:21][CH2:22][CH2:23][CH2:24]C)([O:21][CH2:22][CH2:23][CH2:24]C)[O:21][CH2:22][CH2:23][CH2:24]C.[CH2:36](N)[CH2:37][CH2:38][CH3:39].Cl.[C:42](OCC)(=[O:44])C.